Dataset: NCI-60 drug combinations with 297,098 pairs across 59 cell lines. Task: Regression. Given two drug SMILES strings and cell line genomic features, predict the synergy score measuring deviation from expected non-interaction effect. (1) Drug 1: C#CCC(CC1=CN=C2C(=N1)C(=NC(=N2)N)N)C3=CC=C(C=C3)C(=O)NC(CCC(=O)O)C(=O)O. Drug 2: C1CN(CCN1C(=O)CCBr)C(=O)CCBr. Cell line: SK-MEL-5. Synergy scores: CSS=11.9, Synergy_ZIP=-1.94, Synergy_Bliss=-0.601, Synergy_Loewe=-0.803, Synergy_HSA=-2.95. (2) Drug 1: CC=C1C(=O)NC(C(=O)OC2CC(=O)NC(C(=O)NC(CSSCCC=C2)C(=O)N1)C(C)C)C(C)C. Drug 2: CN1C2=C(C=C(C=C2)N(CCCl)CCCl)N=C1CCCC(=O)O.Cl. Cell line: EKVX. Synergy scores: CSS=10.6, Synergy_ZIP=-2.11, Synergy_Bliss=1.68, Synergy_Loewe=-9.81, Synergy_HSA=-0.356.